Dataset: Forward reaction prediction with 1.9M reactions from USPTO patents (1976-2016). Task: Predict the product of the given reaction. (1) Given the reactants [CH2:1]([O:8][C:9]1[CH:14]=[CH:13][C:12]([C@@H:15]([O:18][Si:19]([C:22]([CH3:25])([CH3:24])[CH3:23])([CH3:21])[CH3:20])[CH2:16]Br)=[CH:11][C:10]=1[NH:26][CH:27]=[O:28])[C:2]1[CH:7]=[CH:6][CH:5]=[CH:4][CH:3]=1.[CH2:29]([NH2:36])[C:30]1[CH:35]=[CH:34][CH:33]=[CH:32][CH:31]=1, predict the reaction product. The product is: [CH2:29]([NH:36][CH2:16][C@@H:15]([C:12]1[CH:13]=[CH:14][C:9]([O:8][CH2:1][C:2]2[CH:7]=[CH:6][CH:5]=[CH:4][CH:3]=2)=[C:10]([NH:26][CH:27]=[O:28])[CH:11]=1)[O:18][Si:19]([C:22]([CH3:25])([CH3:24])[CH3:23])([CH3:21])[CH3:20])[C:30]1[CH:35]=[CH:34][CH:33]=[CH:32][CH:31]=1. (2) The product is: [CH3:27][O:26][C:23](=[O:25])[C:24]1[CH:11]=[C:10]([N+:13]([O-:15])=[O:14])[CH:9]=[CH:5][C:4]=1[O:3][CH3:20]. Given the reactants [H-].[Na+].[OH:3][C:4]1C=[CH:11][C:10]([N+:13]([O-:15])=[O:14])=[CH:9][C:5]=1C(O)=O.S(OC)(O[CH3:20])(=O)=O.[C:23]([O:26][CH2:27]C)(=[O:25])[CH3:24], predict the reaction product. (3) Given the reactants Cl.[Br:2][C:3]1[CH:4]=[CH:5][C:6]2[O:12][CH2:11][CH2:10][NH:9][CH2:8][C:7]=2[CH:13]=1.[C:14]([O:17][CH2:18][C:19]1[N:28]=[C:27](Cl)[C:26]2[CH2:25][C:24]([CH3:31])([CH3:30])[CH2:23][CH2:22][C:21]=2[N:20]=1)(=[O:16])[CH3:15].C(N(CC)C(C)C)(C)C, predict the reaction product. The product is: [C:14]([O:17][CH2:18][C:19]1[N:28]=[C:27]([N:9]2[CH2:8][C:7]3[CH:13]=[C:3]([Br:2])[CH:4]=[CH:5][C:6]=3[O:12][CH2:11][CH2:10]2)[C:26]2[CH2:25][C:24]([CH3:31])([CH3:30])[CH2:23][CH2:22][C:21]=2[N:20]=1)(=[O:16])[CH3:15]. (4) Given the reactants Br[C:2]1[C:10]2[C:5](=[C:6]([Br:24])[CH:7]=[C:8]([CH2:13][C@@H:14]([CH2:19][C:20]([O:22][CH3:23])=[O:21])[C:15]([O:17][CH3:18])=[O:16])[C:9]=2CO)[NH:4][N:3]=1.O.C1(C)C=CC(S(O)(=O)=O)=CC=1, predict the reaction product. The product is: [Br:24][C:6]1[C:5]2[NH:4][N:3]=[CH:2][C:10]=2[C:9]2[CH2:18][O:17][C:15](=[O:16])[C@H:14]([CH2:19][C:20]([O:22][CH3:23])=[O:21])[CH2:13][C:8]=2[CH:7]=1. (5) Given the reactants C(OC([NH:11][C@H:12]([C:27]([O:29][C:30]([CH3:33])([CH3:32])[CH3:31])=[O:28])[CH2:13][C:14]1[CH:19]=[CH:18][C:17]([C:20]([O:22][C:23]([CH3:26])([CH3:25])[CH3:24])=[O:21])=[CH:16][CH:15]=1)=O)C1C=CC=CC=1, predict the reaction product. The product is: [C:23]([O:22][C:20]([C:17]1[CH:18]=[CH:19][C:14]([CH2:13][C@@H:12]([C:27]([O:29][C:30]([CH3:33])([CH3:32])[CH3:31])=[O:28])[NH2:11])=[CH:15][CH:16]=1)=[O:21])([CH3:24])([CH3:26])[CH3:25]. (6) The product is: [CH3:17][C:12]1[CH:11]=[C:10]([O:18][CH3:19])[C:9]([O:8][CH2:1][C:2]2[CH:7]=[CH:6][CH:5]=[CH:4][CH:3]=2)=[CH:16][C:13]=1[CH:14]=[CH:21][C:22]([OH:24])=[O:23]. Given the reactants [CH2:1]([O:8][C:9]1[C:10]([O:18][CH3:19])=[CH:11][C:12]([CH3:17])=[C:13]([CH:16]=1)[CH:14]=O)[C:2]1[CH:7]=[CH:6][CH:5]=[CH:4][CH:3]=1.C(O)(=O)[CH2:21][C:22]([OH:24])=[O:23].N1CCCCC1.Cl, predict the reaction product. (7) Given the reactants O.[OH-].[Na+].[CH3:4][CH:5]([CH3:29])[CH2:6][NH:7][C:8]1[C:17]2[C:12](=[CH:13][CH:14]=[CH:15][CH:16]=2)[N:11]=[CH:10][C:9]=1[NH:18][C:19](=O)[CH2:20][CH2:21][C:22]1([CH3:27])[O:26][CH2:25][CH2:24][O:23]1, predict the reaction product. The product is: [CH3:4][CH:5]([CH3:29])[CH2:6][N:7]1[C:8]2[C:17]3[CH:16]=[CH:15][CH:14]=[CH:13][C:12]=3[N:11]=[CH:10][C:9]=2[N:18]=[C:19]1[CH2:20][CH2:21][C:22]1([CH3:27])[O:26][CH2:25][CH2:24][O:23]1. (8) The product is: [CH:1]1([C@H:5]([NH:6][S:7]([C:9]([CH3:12])([CH3:11])[CH3:10])=[O:8])[CH2:15][CH:14]=[CH2:13])[CH2:2][CH2:3][CH2:4]1. Given the reactants [CH:1]1(/[CH:5]=[N:6]/[S:7]([C:9]([CH3:12])([CH3:11])[CH3:10])=[O:8])[CH2:4][CH2:3][CH2:2]1.[CH2:13](Br)[CH:14]=[CH2:15].Cl, predict the reaction product. (9) Given the reactants C(OC([NH:8][C@@H:9]([C@@H:21]([CH3:24])[CH2:22][CH3:23])[C:10]([N:12]1[CH2:16][C:15]([F:18])([F:17])[CH2:14][C@H:13]1[C:19]#[N:20])=[O:11])=O)(C)(C)C.Cl, predict the reaction product. The product is: [NH2:8][C@@H:9]([C@@H:21]([CH3:24])[CH2:22][CH3:23])[C:10]([N:12]1[CH2:16][C:15]([F:17])([F:18])[CH2:14][C@H:13]1[C:19]#[N:20])=[O:11]. (10) Given the reactants OS(O)(=O)=O.[CH:6]1[C:15]2[C:10](=[CH:11][CH:12]=[CH:13][CH:14]=2)[C:9]([C:16]([O:18][CH3:19])=[O:17])=[CH:8][N:7]=1.C1C(=O)N([Br:27])C(=O)C1, predict the reaction product. The product is: [Br:27][C:11]1[CH:12]=[CH:13][CH:14]=[C:15]2[C:10]=1[C:9]([C:16]([O:18][CH3:19])=[O:17])=[CH:8][N:7]=[CH:6]2.